This data is from Peptide-MHC class II binding affinity with 134,281 pairs from IEDB. The task is: Regression. Given a peptide amino acid sequence and an MHC pseudo amino acid sequence, predict their binding affinity value. This is MHC class II binding data. (1) The peptide sequence is YEKVRSQLKNNAKEIGNGC. The MHC is DRB1_0301 with pseudo-sequence DRB1_0301. The binding affinity (normalized) is 0.116. (2) The peptide sequence is ADLGYGPATPAAPAA. The MHC is DRB1_0802 with pseudo-sequence DRB1_0802. The binding affinity (normalized) is 0.570. (3) The peptide sequence is EYAATHNPWASQLG. The MHC is DRB1_0405 with pseudo-sequence DRB1_0405. The binding affinity (normalized) is 0.350. (4) The peptide sequence is STGGAYESYKFIPALEAAVK. The MHC is DRB1_0701 with pseudo-sequence DRB1_0701. The binding affinity (normalized) is 0.630.